Dataset: Full USPTO retrosynthesis dataset with 1.9M reactions from patents (1976-2016). Task: Predict the reactants needed to synthesize the given product. (1) Given the product [CH3:20][O:19][C:17]([C@@H:9]1[C@H:10]([C:11]2[CH:16]=[CH:15][CH:14]=[CH:13][CH:12]=2)[C@H:8]1[C:5]1[CH:6]=[CH:7][C:2]([N:26]2[CH:30]=[CH:29][CH:28]=[N:27]2)=[CH:3][CH:4]=1)=[O:18], predict the reactants needed to synthesize it. The reactants are: Br[C:2]1[CH:7]=[CH:6][C:5]([C@@H:8]2[C@@H:10]([C:11]3[CH:16]=[CH:15][CH:14]=[CH:13][CH:12]=3)[C@H:9]2[C:17]([O:19][CH3:20])=[O:18])=[CH:4][CH:3]=1.C([O-])(=O)C.[K+].[NH:26]1[CH:30]=[CH:29][CH:28]=[N:27]1. (2) Given the product [CH3:41][O:40][C:32]1[CH:31]=[CH:30][C:29]([NH:28][C:2]2[C:7]([C:8]([F:9])([F:10])[F:11])=[CH:6][N:5]=[C:4]([NH:12][C:13]3[CH:27]=[CH:26][C:16]([CH2:17][P:18](=[O:25])([O:22][CH2:23][CH3:24])[O:19][CH2:20][CH3:21])=[CH:15][CH:14]=3)[N:3]=2)=[C:37]2[C:33]=1[CH2:34][N:35]([CH3:39])[C:36]2=[O:38], predict the reactants needed to synthesize it. The reactants are: Cl[C:2]1[C:7]([C:8]([F:11])([F:10])[F:9])=[CH:6][N:5]=[C:4]([NH:12][C:13]2[CH:27]=[CH:26][C:16]([CH2:17][P:18](=[O:25])([O:22][CH2:23][CH3:24])[O:19][CH2:20][CH3:21])=[CH:15][CH:14]=2)[N:3]=1.[NH2:28][C:29]1[CH:30]=[CH:31][C:32]([O:40][CH3:41])=[C:33]2[C:37]=1[C:36](=[O:38])[N:35]([CH3:39])[CH2:34]2. (3) The reactants are: [CH3:1][S:2]([C:5]1[CH:6]=[C:7]([CH:11]=[CH:12][CH:13]=1)[C:8]([OH:10])=O)(=[O:4])=[O:3].C(Cl)(=O)C(Cl)=O.[N:20]1[CH:25]=[CH:24][CH:23]=[C:22]([C:26]2[CH:30]=[C:29]([C:31]([F:34])([F:33])[F:32])[N:28]([C:35]3[CH:36]=[CH:37][C:38]([NH2:41])=[N:39][CH:40]=3)[N:27]=2)[CH:21]=1.O. Given the product [N:20]1[CH:25]=[CH:24][CH:23]=[C:22]([C:26]2[CH:30]=[C:29]([C:31]([F:34])([F:32])[F:33])[N:28]([C:35]3[CH:36]=[CH:37][C:38]([NH2:41])=[N:39][CH:40]=3)[N:27]=2)[CH:21]=1.[CH3:1][S:2]([C:5]1[CH:6]=[C:7]([CH:11]=[CH:12][CH:13]=1)[C:8]([NH:41][C:38]1[CH:37]=[CH:36][C:35]([N:28]2[C:29]([C:31]([F:33])([F:34])[F:32])=[CH:30][C:26]([C:22]3[CH:21]=[N:20][CH:25]=[CH:24][CH:23]=3)=[N:27]2)=[CH:40][N:39]=1)=[O:10])(=[O:3])=[O:4], predict the reactants needed to synthesize it. (4) The reactants are: [CH:1]([N:4]1[C:12]2[CH2:11][CH2:10][NH:9][CH2:8][C:7]=2[C:6]([C:13]([O:15][CH2:16][CH3:17])=[O:14])=[N:5]1)([CH3:3])[CH3:2]. Given the product [CH:1]([N:4]1[C:12]2[CH:11]=[CH:10][N:9]=[CH:8][C:7]=2[C:6]([C:13]([O:15][CH2:16][CH3:17])=[O:14])=[N:5]1)([CH3:3])[CH3:2], predict the reactants needed to synthesize it.